This data is from Reaction yield outcomes from USPTO patents with 853,638 reactions. The task is: Predict the reaction yield, written as a fraction of the theoretical maximum amount of product (1.0 means a 100% yield; for example, 0.34 means a 34% yield). (1) The catalyst is C1COCC1.Cl. The reactants are C1(C(C2C=CC=CC=2)([C@H]2CCCN2)O)C=CC=CC=1.COB(OC)OC.B.C(N(CC)C1C=CC=CC=1)C.[O:39]=[C:40]([C:75]1[C:103]([F:104])=[CH:102][C:78]2[N:79]([CH2:94][O:95][CH2:96][CH2:97][Si:98]([CH3:101])([CH3:100])[CH3:99])[C:80]([C@@H:82]3[CH2:86][CH2:85][CH2:84][N:83]3[C:87]([O:89][C:90]([CH3:93])([CH3:92])[CH3:91])=[O:88])=[N:81][C:77]=2[CH:76]=1)[CH2:41][CH2:42][C:43]([C:45]1[C:73]([F:74])=[CH:72][C:48]2[N:49]([CH2:64][O:65][CH2:66][CH2:67][Si:68]([CH3:71])([CH3:70])[CH3:69])[C:50]([C@@H:52]3[CH2:56][CH2:55][CH2:54][N:53]3[C:57]([O:59][C:60]([CH3:63])([CH3:62])[CH3:61])=[O:58])=[N:51][C:47]=2[CH:46]=1)=[O:44].CO. The yield is 0.930. The product is [OH:44][C@H:43]([C:45]1[C:73]([F:74])=[CH:72][C:48]2[N:49]([CH2:64][O:65][CH2:66][CH2:67][Si:68]([CH3:71])([CH3:70])[CH3:69])[C:50]([C@@H:52]3[CH2:56][CH2:55][CH2:54][N:53]3[C:57]([O:59][C:60]([CH3:61])([CH3:62])[CH3:63])=[O:58])=[N:51][C:47]=2[CH:46]=1)[CH2:42][CH2:41][C@@H:40]([C:75]1[C:103]([F:104])=[CH:102][C:78]2[N:79]([CH2:94][O:95][CH2:96][CH2:97][Si:98]([CH3:99])([CH3:100])[CH3:101])[C:80]([C@@H:82]3[CH2:86][CH2:85][CH2:84][N:83]3[C:87]([O:89][C:90]([CH3:91])([CH3:92])[CH3:93])=[O:88])=[N:81][C:77]=2[CH:76]=1)[OH:39]. (2) The reactants are [CH2:1](Cl)[C:2]1[CH:7]=[CH:6][CH:5]=[CH:4][CH:3]=1.C(=O)([O-])[O-].[K+].[K+].Cl.[OH:16][C:17]([C:19]1[CH:32]=[CH:31][C:22]([C:23]([CH:25]2[CH2:30][CH2:29][NH:28][CH2:27][CH2:26]2)=[O:24])=[CH:21][CH:20]=1)=[O:18]. The catalyst is CN(C)C=O. The product is [CH2:1]([N:28]1[CH2:27][CH2:26][CH:25]([C:23]([C:22]2[CH:21]=[CH:20][C:19]([C:17]([O:16][CH2:1][C:2]3[CH:7]=[CH:6][CH:5]=[CH:4][CH:3]=3)=[O:18])=[CH:32][CH:31]=2)=[O:24])[CH2:30][CH2:29]1)[C:2]1[CH:7]=[CH:6][CH:5]=[CH:4][CH:3]=1. The yield is 0.490. (3) The reactants are [CH3:1][O:2][C:3]1[CH:4]=[C:5]2[C:10](=[CH:11][C:12]=1[O:13][CH3:14])[N:9]=[CH:8][N:7]=[C:6]2[O:15][C:16]1[CH:17]=[C:18]([CH:20]=[CH:21][CH:22]=1)[NH2:19].[CH:23]([C:26]1[O:30][N:29]=[C:28]([NH:31][C:32](=O)[O:33]C2C=CC=CC=2)[CH:27]=1)([CH3:25])[CH3:24]. No catalyst specified. The product is [CH3:1][O:2][C:3]1[CH:4]=[C:5]2[C:10](=[CH:11][C:12]=1[O:13][CH3:14])[N:9]=[CH:8][N:7]=[C:6]2[O:15][C:16]1[CH:17]=[C:18]([NH:19][C:32]([NH:31][C:28]2[CH:27]=[C:26]([CH:23]([CH3:25])[CH3:24])[O:30][N:29]=2)=[O:33])[CH:20]=[CH:21][CH:22]=1. The yield is 0.590. (4) The reactants are [CH2:1]([O:4][N:5]([C@@H:18]1[CH:23]=[C:22]([CH2:24][CH2:25][O:26][Si:27]([C:30]([CH3:33])([CH3:32])[CH3:31])([CH3:29])[CH3:28])[C@@H:21]([CH2:34][O:35][Si:36]([C:39]([CH3:42])([CH3:41])[CH3:40])([CH3:38])[CH3:37])[NH:20][CH2:19]1)S(C1C=CC=CC=1[N+]([O-])=O)(=O)=O)[CH:2]=[CH2:3].C(ON[C@@H]1C(C)=C[C@@H](CO[Si](C(C)(C)C)(C)C)NC1)C=C. The catalyst is CO.ClCCl. The product is [CH2:1]([O:4][NH:5][C@@H:18]1[CH:23]=[C:22]([CH2:24][CH2:25][O:26][Si:27]([C:30]([CH3:33])([CH3:31])[CH3:32])([CH3:28])[CH3:29])[C@@H:21]([CH2:34][O:35][Si:36]([C:39]([CH3:42])([CH3:41])[CH3:40])([CH3:37])[CH3:38])[NH:20][CH2:19]1)[CH:2]=[CH2:3]. The yield is 0.860. (5) The reactants are [CH2:1]([O:19][C:20]1C=CC(CCO)=CC=1)CCCCCCCCCCCCCCCCC.[CH3:29][O:30][C:31](=[O:96])[CH2:32][C:33]1[CH:38]=[C:37]([O:39][CH2:40][CH2:41][CH2:42][CH2:43][CH2:44][CH2:45][CH2:46][CH2:47][CH2:48][CH2:49][CH2:50][CH2:51][CH2:52][CH2:53][CH2:54][CH2:55][CH2:56][CH3:57])[C:36]([O:58][CH2:59][CH2:60][CH2:61][CH2:62][CH2:63][CH2:64][CH2:65][CH2:66][CH2:67][CH2:68][CH2:69][CH2:70][CH2:71][CH2:72][CH2:73][CH2:74][CH2:75][CH3:76])=[C:35]([O:77][CH2:78][CH2:79][CH2:80][CH2:81][CH2:82][CH2:83][CH2:84][CH2:85][CH2:86][CH2:87][CH2:88][CH2:89][CH2:90][CH2:91][CH2:92][CH2:93][CH2:94][CH3:95])[CH:34]=1.[H-].[H-].[H-].[H-].[Li+].[Al+3].C1C[O:106]CC1. No catalyst specified. The product is [CH2:78]([O:77][C:35]1[CH:34]=[C:33]([CH:32]([C:1]([O:19][CH3:20])=[O:106])[C:31]([O:30][CH3:29])=[O:96])[CH:38]=[C:37]([O:39][CH2:40][CH2:41][CH2:42][CH2:43][CH2:44][CH2:45][CH2:46][CH2:47][CH2:48][CH2:49][CH2:50][CH2:51][CH2:52][CH2:53][CH2:54][CH2:55][CH2:56][CH3:57])[C:36]=1[O:58][CH2:59][CH2:60][CH2:61][CH2:62][CH2:63][CH2:64][CH2:65][CH2:66][CH2:67][CH2:68][CH2:69][CH2:70][CH2:71][CH2:72][CH2:73][CH2:74][CH2:75][CH3:76])[CH2:79][CH2:80][CH2:81][CH2:82][CH2:83][CH2:84][CH2:85][CH2:86][CH2:87][CH2:88][CH2:89][CH2:90][CH2:91][CH2:92][CH2:93][CH2:94][CH3:95]. The yield is 0.880. (6) The reactants are [CH2:1]([NH:4][C:5]1([C:8]2[CH:13]=[CH:12][C:11]([C:14]#[C:15][C:16]3[CH:26]=[CH:25][C:19]([C:20]([O:22]CC)=[O:21])=[CH:18][CH:17]=3)=[CH:10][CH:9]=2)[CH2:7][CH2:6]1)[CH2:2][CH3:3].[OH-].[Na+]. The catalyst is C(O)C.O1CCCC1. The product is [CH2:1]([NH:4][C:5]1([C:8]2[CH:13]=[CH:12][C:11]([C:14]#[C:15][C:16]3[CH:17]=[CH:18][C:19]([C:20]([OH:22])=[O:21])=[CH:25][CH:26]=3)=[CH:10][CH:9]=2)[CH2:6][CH2:7]1)[CH2:2][CH3:3]. The yield is 0.690. (7) The reactants are [NH2:1][CH2:2][C@@H:3]1[C@H:7]([OH:8])[CH2:6][N:5]([CH2:9][CH2:10][N:11]2[C:20]3[C:15](=[CH:16][CH:17]=[C:18]([O:21][CH3:22])[CH:19]=3)[CH:14]=[CH:13][C:12]2=[O:23])[CH2:4]1.[N:24]1[C:29]2[O:30][CH2:31][CH2:32][O:33][C:28]=2[CH:27]=[C:26]([CH:34]=O)[N:25]=1.C(=O)([O-])[O-].[Na+].[Na+].C(O[BH-](OC(=O)C)OC(=O)C)(=O)C.[Na+].C(Cl)[Cl:57]. The catalyst is CO. The product is [ClH:57].[N:24]1[C:29]2[O:30][CH2:31][CH2:32][O:33][C:28]=2[CH:27]=[C:26]([CH2:34][NH:1][CH2:2][C@@H:3]2[C@H:7]([OH:8])[CH2:6][N:5]([CH2:9][CH2:10][N:11]3[C:20]4[C:15](=[CH:16][CH:17]=[C:18]([O:21][CH3:22])[CH:19]=4)[CH:14]=[CH:13][C:12]3=[O:23])[CH2:4]2)[N:25]=1. The yield is 0.200.